This data is from Full USPTO retrosynthesis dataset with 1.9M reactions from patents (1976-2016). The task is: Predict the reactants needed to synthesize the given product. (1) Given the product [O:34]=[C:30]1[C:29]2[C:24](=[CH:25][CH:26]=[CH:27][CH:28]=2)[C:23]2[CH:22]=[CH:21][C:20]([C:18]([N:14]3[CH2:15][CH2:16][CH2:17][C@H:13]3[C:12]([OH:35])=[O:11])=[O:19])=[CH:33][C:32]=2[NH:31]1, predict the reactants needed to synthesize it. The reactants are: CN1CCC[C@H]1C(O)=O.C[O:11][C:12](=[O:35])[C@@H:13]1[CH2:17][CH2:16][CH2:15][N:14]1[C:18]([C:20]1[CH:21]=[CH:22][C:23]2[C:24]3[C:29]([C:30](=[O:34])[NH:31][C:32]=2[CH:33]=1)=[CH:28][CH:27]=[CH:26][CH:25]=3)=[O:19].[OH-].[Na+].Cl. (2) Given the product [CH2:24]([N:8]([C:3]1[CH:4]=[CH:5][CH:6]=[CH:7][C:2]=1[Br:1])[C:9]([CH:11]1[CH2:12][CH2:13][N:14]([C:17]([O:19][C:20]([CH3:23])([CH3:22])[CH3:21])=[O:18])[CH2:15][CH2:16]1)=[O:10])[C:25]1[CH:30]=[CH:29][CH:28]=[CH:27][CH:26]=1, predict the reactants needed to synthesize it. The reactants are: [Br:1][C:2]1[CH:7]=[CH:6][CH:5]=[CH:4][C:3]=1[NH:8][C:9]([CH:11]1[CH2:16][CH2:15][N:14]([C:17]([O:19][C:20]([CH3:23])([CH3:22])[CH3:21])=[O:18])[CH2:13][CH2:12]1)=[O:10].[CH2:24](Br)[C:25]1[CH:30]=[CH:29][CH:28]=[CH:27][CH:26]=1.C([O-])([O-])=O.[Cs+].[Cs+]. (3) The reactants are: O.C1(C)C=CC(S(O)(=O)=O)=CC=1.[CH:13]1([C:16]2[CH:21]=[CH:20][C:19]([C:22]([C:24]3[CH:29]=[CH:28][N:27]=[CH:26][C:25]=3[O:30]COCC[Si](C)(C)C)=[O:23])=[CH:18][CH:17]=2)[CH2:15][CH2:14]1.C(=O)([O-])O.[Na+]. Given the product [CH:13]1([C:16]2[CH:17]=[CH:18][C:19]([C:22]([C:24]3[CH:29]=[CH:28][N:27]=[CH:26][C:25]=3[OH:30])=[O:23])=[CH:20][CH:21]=2)[CH2:14][CH2:15]1, predict the reactants needed to synthesize it. (4) Given the product [F:47][C:29]1[CH:30]=[C:31]([NH:34][C:35]([NH:37][C:38](=[O:46])[CH2:39][C:40]2[CH:41]=[CH:42][CH:43]=[CH:44][CH:45]=2)=[S:36])[CH:32]=[CH:33][C:28]=1[O:27][C:24]1[CH:23]=[CH:22][N:21]=[C:20]2[CH:19]=[C:18]([C:15]3[CH:14]=[CH:13][C:12]([CH2:11][NH:10][CH2:9][CH2:8][OH:7])=[CH:17][CH:16]=3)[S:26][C:25]=12, predict the reactants needed to synthesize it. The reactants are: C(OC(=O)[O:7][CH2:8][CH2:9][N:10](C(OC(C)(C)C)=O)[CH2:11][C:12]1[CH:17]=[CH:16][C:15]([C:18]2[S:26][C:25]3[C:20](=[N:21][CH:22]=[CH:23][C:24]=3[O:27][C:28]3[CH:33]=[CH:32][C:31]([NH:34][C:35]([NH:37][C:38](=[O:46])[CH2:39][C:40]4[CH:45]=[CH:44][CH:43]=[CH:42][CH:41]=4)=[S:36])=[CH:30][C:29]=3[F:47])[CH:19]=2)=[CH:14][CH:13]=1)(C)(C)C.C(Cl)Cl.C(O)(C(F)(F)F)=O. (5) Given the product [Cl:1][C:2]1[CH:7]=[CH:6][C:5]([N:8]2[C@@H:12]([C:13]3[CH:18]=[CH:17][CH:16]=[C:15]([C:19]([F:21])([F:20])[F:22])[CH:14]=3)[CH2:11][N:10]([CH2:39][C:40]3[N:44]=[C:43]([C:45]4[CH:50]=[CH:49][C:48]([O:51][CH3:52])=[CH:47][CH:46]=4)[O:42][N:41]=3)[C:9]2=[O:23])=[CH:4][CH:3]=1, predict the reactants needed to synthesize it. The reactants are: [Cl:1][C:2]1[CH:7]=[CH:6][C:5]([N:8]2[C@@H:12]([C:13]3[CH:18]=[CH:17][CH:16]=[C:15]([C:19]([F:22])([F:21])[F:20])[CH:14]=3)[CH2:11][NH:10][C:9]2=[O:23])=[CH:4][CH:3]=1.FC(F)(F)C1C=CC=C(C=C)C=1.[H-].[Na+].Cl[CH2:39][C:40]1[N:44]=[C:43]([C:45]2[CH:50]=[CH:49][C:48]([O:51][CH3:52])=[CH:47][CH:46]=2)[O:42][N:41]=1.